This data is from Forward reaction prediction with 1.9M reactions from USPTO patents (1976-2016). The task is: Predict the product of the given reaction. (1) Given the reactants [CH3:1][O:2][C:3]1[CH:8]=[C:7]([N+:9]([O-:11])=[O:10])[CH:6]=[CH:5][C:4]=1B1OC(C)(C)C(C)(C)O1.Br[C:22]1[CH:27]=[C:26]([CH3:28])[N+:25]([O-:29])=[N:24][CH:23]=1.C(=O)([O-])[O-].[Cs+].[Cs+], predict the reaction product. The product is: [CH3:1][O:2][C:3]1[CH:8]=[C:7]([N+:9]([O-:11])=[O:10])[CH:6]=[CH:5][C:4]=1[C:22]1[CH:27]=[C:26]([CH3:28])[N+:25]([O-:29])=[N:24][CH:23]=1. (2) The product is: [Br:1][C:2]1[CH:3]=[C:4]([Cl:11])[C:5]([CH2:9][O:10][CH:16]2[CH2:21][CH2:20][CH2:19][CH2:18][CH2:17]2)=[CH:6][C:7]=1[F:8]. Given the reactants [Br:1][C:2]1[C:7]([F:8])=[CH:6][C:5]([CH2:9][OH:10])=[C:4]([Cl:11])[CH:3]=1.P(Br)(Br)Br.[CH:16]1(O)[CH2:21][CH2:20][CH2:19][CH2:18][CH2:17]1.[H-].[Na+], predict the reaction product. (3) Given the reactants [OH:1][C:2]1[CH:17]=[CH:16][C:5]([O:6][CH2:7][CH2:8][N:9]2[CH2:14][CH2:13][CH:12]([OH:15])[CH2:11][CH2:10]2)=[CH:4][CH:3]=1.C([O-])([O-])=O.[Cs+].[Cs+].Cl[C:25]1[S:26][C:27]2[CH:33]=[CH:32][CH:31]=[CH:30][C:28]=2[N:29]=1, predict the reaction product. The product is: [S:26]1[C:27]2[CH:33]=[CH:32][CH:31]=[CH:30][C:28]=2[N:29]=[C:25]1[O:1][C:2]1[CH:3]=[CH:4][C:5]([O:6][CH2:7][CH2:8][N:9]2[CH2:14][CH2:13][CH:12]([OH:15])[CH2:11][CH2:10]2)=[CH:16][CH:17]=1. (4) Given the reactants [Cl:1][C:2]1[CH:3]=[C:4]([C:9]2[C:14]([C:15]([NH:17][CH2:18][CH2:19][CH2:20][C:21]3[CH:26]=[CH:25][CH:24]=[CH:23][CH:22]=3)=[O:16])=[C:13]([CH3:27])[N:12]=[C:11](S(C)(=O)=O)[N:10]=2)[CH:5]=[C:6]([Cl:8])[CH:7]=1.[CH2:32]([Mg]Cl)[CH2:33][CH2:34][CH3:35].Cl.[CH2:39]1[CH2:43]OC[CH2:40]1, predict the reaction product. The product is: [CH2:32]([C:11]1([CH2:40][CH2:39][CH3:43])[N:10]=[C:9]([C:4]2[CH:3]=[C:2]([Cl:1])[CH:7]=[C:6]([Cl:8])[CH:5]=2)[C:14]([C:15]([NH:17][CH2:18][CH2:19][CH2:20][C:21]2[CH:26]=[CH:25][CH:24]=[CH:23][CH:22]=2)=[O:16])=[C:13]([CH3:27])[NH:12]1)[CH2:33][CH2:34][CH3:35].